Dataset: Forward reaction prediction with 1.9M reactions from USPTO patents (1976-2016). Task: Predict the product of the given reaction. (1) The product is: [Cl:12][C:13]1[CH:14]=[C:15]([C:20]([F:21])([F:22])[F:23])[CH:16]=[CH:17][C:18]=1[O:1][C:2]1[CH:10]=[C:9]2[C:5]([CH2:6][CH2:7][C:8]2=[O:11])=[CH:4][CH:3]=1. Given the reactants [OH:1][C:2]1[CH:10]=[C:9]2[C:5]([CH2:6][CH2:7][C:8]2=[O:11])=[CH:4][CH:3]=1.[Cl:12][C:13]1[CH:14]=[C:15]([C:20]([F:23])([F:22])[F:21])[CH:16]=[CH:17][C:18]=1F.C(=O)([O-])[O-].[Cs+].[Cs+], predict the reaction product. (2) Given the reactants [CH2:1]([C:5]1[CH:10]=[CH:9][C:8]([C:11]#[C:12][C:13]2[CH:36]=[CH:35][C:16]([CH2:17][N:18]([CH2:29][CH2:30][CH2:31][CH2:32][CH2:33][CH3:34])[C:19]3[CH:20]=[CH:21][C:22]([OH:28])=[C:23]([CH:27]=3)[C:24]([OH:26])=[O:25])=[CH:15][CH:14]=2)=[CH:7][CH:6]=1)[CH2:2][CH2:3][CH3:4].C1COCC1.[CH3:42][NH:43][CH2:44][C@@H:45]([C@H:47]([C@@H:49]([C@@H:51]([CH2:53][OH:54])[OH:52])[OH:50])[OH:48])[OH:46], predict the reaction product. The product is: [CH3:42][NH:43][CH2:44][C@@H:45]([C@H:47]([C@@H:49]([C@@H:51]([CH2:53][OH:54])[OH:52])[OH:50])[OH:48])[OH:46].[CH2:1]([C:5]1[CH:6]=[CH:7][C:8]([C:11]#[C:12][C:13]2[CH:36]=[CH:35][C:16]([CH2:17][N:18]([CH2:29][CH2:30][CH2:31][CH2:32][CH2:33][CH3:34])[C:19]3[CH:20]=[CH:21][C:22]([OH:28])=[C:23]([CH:27]=3)[C:24]([OH:26])=[O:25])=[CH:15][CH:14]=2)=[CH:9][CH:10]=1)[CH2:2][CH2:3][CH3:4]. (3) Given the reactants [O:1]1[CH2:4][C:3](=O)[CH2:2]1.[CH3:6][O:7][C:8]([CH:10]=P(C1C=CC=CC=1)(C1C=CC=CC=1)C1C=CC=CC=1)=[O:9], predict the reaction product. The product is: [CH3:6][O:7][C:8](=[O:9])[CH:10]=[C:3]1[CH2:2][O:1][CH2:4]1. (4) Given the reactants C([C@@H]1[O:5][CH2:4]1)Cl.[CH2:6]([NH:13][CH2:14][CH2:15][OH:16])[C:7]1[CH:12]=[CH:11][CH:10]=[CH:9][CH:8]=1.O.[CH:18](O)(C)[CH3:19].[OH-].C([N+](CC)(CC)CC)C, predict the reaction product. The product is: [CH2:6]([N:13]1[CH2:19][CH2:18][O:16][C@H:15]([CH2:4][OH:5])[CH2:14]1)[C:7]1[CH:12]=[CH:11][CH:10]=[CH:9][CH:8]=1. (5) The product is: [CH3:28][N:7]1[C:6]([C:8]([F:9])([F:10])[F:11])=[CH:5][C:4](=[O:12])[N:3]([C:13]2[CH:14]=[CH:15][C:16]3[S:20][N:19]=[C:18]([CH2:21][C:22]([O:24][CH2:25][CH3:26])=[O:23])[C:17]=3[CH:27]=2)[C:2]1=[O:1]. Given the reactants [O:1]=[C:2]1[NH:7][C:6]([C:8]([F:11])([F:10])[F:9])=[CH:5][C:4](=[O:12])[N:3]1[C:13]1[CH:14]=[CH:15][C:16]2[S:20][N:19]=[C:18]([CH2:21][C:22]([O:24][CH2:25][CH3:26])=[O:23])[C:17]=2[CH:27]=1.[C:28](=O)([O-])[O-].[K+].[K+].IC.C(OCC)(=O)C, predict the reaction product. (6) Given the reactants Br[CH:2]([C:14]1[CH:19]=[CH:18][CH:17]=[CH:16][CH:15]=1)[C:3]([C:5]1[C:13]2[C:8](=[CH:9][CH:10]=[CH:11][CH:12]=2)[NH:7][CH:6]=1)=[O:4].[NH2:20][C:21]1[CH:22]=[C:23]([OH:27])[CH:24]=[CH:25][CH:26]=1, predict the reaction product. The product is: [OH:27][C:23]1[CH:22]=[C:21]([NH:20][CH:2]([C:14]2[CH:19]=[CH:18][CH:17]=[CH:16][CH:15]=2)[C:3]([C:5]2[C:13]3[C:8](=[CH:9][CH:10]=[CH:11][CH:12]=3)[NH:7][CH:6]=2)=[O:4])[CH:26]=[CH:25][CH:24]=1.